From a dataset of Buchwald-Hartwig C-N cross coupling reaction yields with 55,370 reactions. Predict the reaction yield, written as a fraction of the theoretical maximum amount of product (1.0 means a 100% yield; for example, 0.34 means a 34% yield). The reactants are Brc1cccnc1.Cc1ccc(N)cc1.O=S(=O)(O[Pd]1c2ccccc2-c2ccccc2N~1)C(F)(F)F.CC(C)c1cc(C(C)C)c(-c2ccccc2P(C(C)(C)C)C(C)(C)C)c(C(C)C)c1.CCN=P(N=P(N(C)C)(N(C)C)N(C)C)(N(C)C)N(C)C.c1ccc(CN(Cc2ccccc2)c2ccon2)cc1. No catalyst specified. The product is Cc1ccc(Nc2cccnc2)cc1. The yield is 0.727.